This data is from Forward reaction prediction with 1.9M reactions from USPTO patents (1976-2016). The task is: Predict the product of the given reaction. (1) Given the reactants [C:1]1([CH:7]([C:27]2[CH:32]=[CH:31][CH:30]=[CH:29][CH:28]=2)[CH2:8][NH:9][C:10]2[N:18]=[C:17]([S:19][CH3:20])[N:16]=[C:15]3[C:11]=2[N:12]=[CH:13][N:14]3[CH:21]2[CH2:26][CH2:25][CH2:24][CH2:23][O:22]2)[CH:6]=[CH:5][CH:4]=[CH:3][CH:2]=1.C(=O)([O-])[OH:34].[Na+].[OH2:38], predict the reaction product. The product is: [C:27]1([CH:7]([C:1]2[CH:2]=[CH:3][CH:4]=[CH:5][CH:6]=2)[CH2:8][NH:9][C:10]2[N:18]=[C:17]([S:19]([CH3:20])(=[O:34])=[O:38])[N:16]=[C:15]3[C:11]=2[N:12]=[CH:13][N:14]3[CH:21]2[CH2:26][CH2:25][CH2:24][CH2:23][O:22]2)[CH:32]=[CH:31][CH:30]=[CH:29][CH:28]=1. (2) Given the reactants [Cl:1][C:2]1[CH:10]=[CH:9][C:8]([C:11]([OH:13])=O)=[C:7]2[C:3]=1[CH:4]=[CH:5][NH:6]2.[C:14]([C:18]1[CH:34]=[CH:33][C:21]([CH2:22][NH:23][CH2:24][CH2:25][C:26]2[CH:31]=[CH:30][C:29]([Cl:32])=[CH:28][CH:27]=2)=[CH:20][CH:19]=1)([CH3:17])([CH3:16])[CH3:15].C(Cl)Cl.CCN=C=NCCCN(C)C.Cl, predict the reaction product. The product is: [C:14]([C:18]1[CH:34]=[CH:33][C:21]([CH2:22][N:23]([CH2:24][CH2:25][C:26]2[CH:31]=[CH:30][C:29]([Cl:32])=[CH:28][CH:27]=2)[C:11]([C:8]2[CH:9]=[CH:10][C:2]([Cl:1])=[C:3]3[C:7]=2[NH:6][CH:5]=[CH:4]3)=[O:13])=[CH:20][CH:19]=1)([CH3:17])([CH3:15])[CH3:16]. (3) Given the reactants Cl[C:2]1[CH:7]=[CH:6][N:5]=[C:4]2[NH:8][C:9]([C:11]3([CH3:14])[CH2:13][CH2:12]3)=[CH:10][C:3]=12.C(=O)([O-])[O-].[Na+].[Na+].[OH:21][CH2:22][CH2:23][NH:24][S:25]([C:28]1[CH:33]=[CH:32][C:31](B2OC(C)(C)C(C)(C)O2)=[CH:30][CH:29]=1)(=[O:27])=[O:26].ClCCl, predict the reaction product. The product is: [OH:21][CH2:22][CH2:23][NH:24][S:25]([C:28]1[CH:33]=[CH:32][C:31]([C:2]2[CH:7]=[CH:6][N:5]=[C:4]3[NH:8][C:9]([C:11]4([CH3:14])[CH2:13][CH2:12]4)=[CH:10][C:3]=23)=[CH:30][CH:29]=1)(=[O:27])=[O:26]. (4) Given the reactants [CH3:1][N:2]1[C:11]2[C:6](=[CH:7][C:8]([N+:12]([O-])=O)=[CH:9][CH:10]=2)[CH2:5][CH2:4][CH2:3]1, predict the reaction product. The product is: [CH3:1][N:2]1[C:11]2[C:6](=[CH:7][C:8]([NH2:12])=[CH:9][CH:10]=2)[CH2:5][CH2:4][CH2:3]1. (5) Given the reactants CO[C:3](=[O:20])[C@@H:4]([N:6]([C:10]([O:12][CH2:13][C:14]1[CH:19]=[CH:18][CH:17]=[CH:16][CH:15]=1)=[O:11])[CH2:7][CH:8]=O)[CH3:5].[NH2:21][C@H:22]([CH2:34][OH:35])[CH2:23][CH2:24][N:25]1[CH2:32][CH2:31][C:28]2([CH2:30][CH2:29]2)[C@H:27]([OH:33])[CH2:26]1.[B-](OC(C)=O)(OC(C)=O)OC(C)=O.[Na+].C(O)(=O)C, predict the reaction product. The product is: [CH2:13]([O:12][C:10]([N:6]1[CH2:7][CH2:8][N:21]([C@H:22]([CH2:34][OH:35])[CH2:23][CH2:24][N:25]2[CH2:32][CH2:31][C:28]3([CH2:30][CH2:29]3)[C@H:27]([OH:33])[CH2:26]2)[C:3](=[O:20])[C@@H:4]1[CH3:5])=[O:11])[C:14]1[CH:15]=[CH:16][CH:17]=[CH:18][CH:19]=1. (6) Given the reactants [O:1]=[C:2]1[CH2:19][CH2:18][C:5]2([CH2:10][CH2:9][N:8](C(OC(C)(C)C)=O)[CH2:7][CH2:6]2)[CH2:4][CH:3]1C(OC)=O.[ClH:24].O, predict the reaction product. The product is: [ClH:24].[CH2:10]1[C:5]2([CH2:18][CH2:19][C:2](=[O:1])[CH2:3][CH2:4]2)[CH2:6][CH2:7][NH:8][CH2:9]1. (7) The product is: [Br:26][C:23]1[CH:22]=[CH:21][C:20]([CH2:19][CH2:18][N:38]2[CH:39]=[CH:40][C:41]3[O:42][C:34]([C:31]4[CH:30]=[CH:29][C:28]([Cl:27])=[CH:33][CH:32]=4)=[CH:35][C:36]=3[C:37]2=[O:43])=[CH:25][CH:24]=1. Given the reactants C(=O)([O-])[O-].[Cs+].[Cs+].CC1C=CC(S(O[CH2:18][CH2:19][C:20]2[CH:25]=[CH:24][C:23]([Br:26])=[CH:22][CH:21]=2)(=O)=O)=CC=1.[Cl:27][C:28]1[CH:33]=[CH:32][C:31]([C:34]2[O:42][C:41]3[CH:40]=[CH:39][NH:38][C:37](=[O:43])[C:36]=3[CH:35]=2)=[CH:30][CH:29]=1, predict the reaction product.